From a dataset of Experimental lipophilicity measurements (octanol/water distribution) for 4,200 compounds from AstraZeneca. Regression/Classification. Given a drug SMILES string, predict its absorption, distribution, metabolism, or excretion properties. Task type varies by dataset: regression for continuous measurements (e.g., permeability, clearance, half-life) or binary classification for categorical outcomes (e.g., BBB penetration, CYP inhibition). For this dataset (lipophilicity_astrazeneca), we predict Y. (1) The molecule is Cc1ccc(NC(=O)[C@H]2CCCN2S(=O)(=O)c2cccc3cccnc23)c(C)c1. The Y is 3.90 logD. (2) The drug is Cc1cc2n[nH]c(=O)n2c2cc(-c3cccc(CO)c3)ccc12. The Y is 3.36 logD. (3) The drug is Cc1cc(CCCOc2c(C)cc(-c3noc(C(F)(F)F)n3)cc2C)on1. The Y is 3.63 logD. (4) The compound is O=C(Nc1ccccc1)c1cc(Cl)ccc1O. The Y is 2.90 logD. (5) The molecule is CSCc1cc(N2CCOCC2)nc(-c2ccccc2)n1. The Y is 3.26 logD. (6) The compound is CS(=O)(=O)N1CC[C@H](N(Cc2ccccc2Cl)c2ccc(C#N)c(Cl)c2)C1. The Y is 4.00 logD. (7) The molecule is O=C(O)C(c1ccccc1)N1CCO[C@@H](CN2CCC(Oc3ccc(Cl)c(Cl)c3)CC2)C1. The Y is 1.71 logD. (8) The Y is 0.680 logD. The molecule is COc1cc2c(ccc(=O)n2CCN2CCC(NCc3cc4c(cn3)OCCO4)CC2)cn1.